Dataset: Catalyst prediction with 721,799 reactions and 888 catalyst types from USPTO. Task: Predict which catalyst facilitates the given reaction. (1) Reactant: [Br:1][CH2:2][C:3]1[CH:8]=[CH:7][CH:6]=[CH:5][C:4]=1[S:9][C:10]1[CH:15]=[CH:14][CH:13]=[CH:12][C:11]=1[CH2:16]Br.[NH2:18][NH:19][C:20]([NH2:22])=[S:21]. Product: [BrH:1].[BrH:1].[NH2:18][NH:19][C:20]([S:21][CH2:2][C:3]1[C:4]([S:9][C:10]2[CH:15]=[CH:14][CH:13]=[CH:12][C:11]=2[CH2:16][S:21][C:20](=[NH:22])[NH:19][NH2:18])=[CH:5][CH:6]=[CH:7][CH:8]=1)=[NH:22]. The catalyst class is: 8. (2) Reactant: [CH3:1][O:2][C:3]1[N:4]=[C:5]([CH3:19])[C:6]2[CH:12]=[C:11]([C:13]([O:15]CC)=[O:14])[C:10](=[O:18])[NH:9][C:7]=2[N:8]=1.[OH-].[Li+]. Product: [CH3:1][O:2][C:3]1[N:4]=[C:5]([CH3:19])[C:6]2[CH:12]=[C:11]([C:13]([OH:15])=[O:14])[C:10](=[O:18])[NH:9][C:7]=2[N:8]=1. The catalyst class is: 24. (3) Reactant: [CH2:1]([O:3][C:4](=[O:19])[C:5](=[O:18])[CH2:6][C:7]([C:10]1[CH:15]=[CH:14][CH:13]=[CH:12][C:11]=1[O:16][CH3:17])([CH3:9])[CH3:8])[CH3:2].[F:20][C:21]([Si](C)(C)C)([F:26])[C:22]([F:25])([F:24])[F:23].[F-].C([N+](CCCC)(CCCC)CCCC)CCC. Product: [CH2:1]([O:3][C:4](=[O:19])[C:5]([OH:18])([C:21]([F:26])([F:20])[C:22]([F:25])([F:24])[F:23])[CH2:6][C:7]([C:10]1[CH:15]=[CH:14][CH:13]=[CH:12][C:11]=1[O:16][CH3:17])([CH3:9])[CH3:8])[CH3:2]. The catalyst class is: 1. (4) Reactant: [CH3:1][NH:2][CH2:3][C:4]1[CH:9]=[CH:8][CH:7]=[CH:6][CH:5]=1.[Cl:10][C:11]1[N:16]=[C:15](Cl)[CH:14]=[CH:13][N:12]=1. Product: [CH2:3]([N:2]([CH3:1])[C:15]1[CH:14]=[CH:13][N:12]=[C:11]([Cl:10])[N:16]=1)[C:4]1[CH:9]=[CH:8][CH:7]=[CH:6][CH:5]=1. The catalyst class is: 3. (5) Product: [CH:1]1[CH:10]=[C:9]([O:11][CH2:23][CH2:24][N:25]2[CH2:30][CH2:29][CH2:28][CH2:27][CH2:26]2)[CH:8]=[C:7]2[C:2]=1[CH:3]1[O:14][C:13]3[CH:15]=[CH:16][CH:17]=[CH:18][C:12]=3[CH:4]1[CH2:5][O:6]2. Reactant: [CH:1]1[CH:10]=[C:9]([OH:11])[CH:8]=[C:7]2[C:2]=1[CH:3]1[O:14][C:13]3[CH:15]=[CH:16][CH:17]=[CH:18][C:12]=3[CH:4]1[CH2:5][O:6]2.[H-].[Na+].Cl.Cl[CH2:23][CH2:24][N:25]1[CH2:30][CH2:29][CH2:28][CH2:27][CH2:26]1.Cl. The catalyst class is: 18.